This data is from Catalyst prediction with 721,799 reactions and 888 catalyst types from USPTO. The task is: Predict which catalyst facilitates the given reaction. (1) Reactant: [CH3:1][O:2][CH2:3][C:4]1[CH:9]=[C:8]([N+:10]([O-:12])=[O:11])[CH:7]=[CH:6][C:5]=1[OH:13].Cl[CH2:15][C:16]([NH2:18])=[O:17].C(=O)([O-])[O-].[Ca+2].[I-].[K+]. Product: [CH3:1][O:2][CH2:3][C:4]1[CH:9]=[C:8]([N+:10]([O-:12])=[O:11])[CH:7]=[CH:6][C:5]=1[O:13][CH2:15][C:16]([NH2:18])=[O:17]. The catalyst class is: 283. (2) The catalyst class is: 304. Product: [S:1]([C:5]1[CH:6]=[CH:7][C:8]([C:11]2[CH2:12][CH2:13][CH2:14][C:15]3[CH:28]=[C:27]([O:29][CH3:30])[CH:26]=[CH:25][C:16]=3[C:17]=2[CH2:18][CH2:19][CH2:20][CH2:21][CH2:22][CH2:23][OH:24])=[CH:9][CH:10]=1)([CH3:4])(=[O:3])=[O:2]. Reactant: [S:1]([C:5]1[CH:10]=[CH:9][C:8]([C:11]2[CH2:12][CH2:13][CH2:14][C:15]3[CH:28]=[C:27]([O:29][CH3:30])[CH:26]=[CH:25][C:16]=3[C:17]=2[C:18]#[C:19][CH2:20][CH2:21][CH2:22][CH2:23][OH:24])=[CH:7][CH:6]=1)([CH3:4])(=[O:3])=[O:2].C(OCC)(=O)C. (3) The catalyst class is: 5. Product: [NH2:14][C:13](=[N:2][OH:3])[C:15]1[CH:16]=[C:17]([O:39][CH3:40])[C:18]([CH2:19][N:20]([C:28]([O:30][C:31]([CH3:32])([CH3:33])[CH3:34])=[O:29])[C:21]([O:23][C:24]([CH3:27])([CH3:26])[CH3:25])=[O:22])=[C:35]([O:37][CH3:38])[CH:36]=1. Reactant: Cl.[NH2:2][OH:3].C(N(C(C)C)CC)(C)C.[C:13]([C:15]1[CH:36]=[C:35]([O:37][CH3:38])[C:18]([CH2:19][N:20]([C:28]([O:30][C:31]([CH3:34])([CH3:33])[CH3:32])=[O:29])[C:21]([O:23][C:24]([CH3:27])([CH3:26])[CH3:25])=[O:22])=[C:17]([O:39][CH3:40])[CH:16]=1)#[N:14].